From a dataset of Full USPTO retrosynthesis dataset with 1.9M reactions from patents (1976-2016). Predict the reactants needed to synthesize the given product. Given the product [F:46][C:8]([F:7])([F:45])[C:9]1[CH:10]=[C:11]([C:19]([CH3:44])([CH3:43])[C:20]([N:22]([CH3:42])[C:23]2[CH:24]=[N:25][C:26]([N:36]3[CH2:41][CH2:40][O:39][CH2:38][C:37]3=[O:2])=[CH:27][C:28]=2[C:29]2[CH:34]=[CH:33][CH:32]=[CH:31][C:30]=2[CH3:35])=[O:21])[CH:12]=[C:13]([C:15]([F:18])([F:16])[F:17])[CH:14]=1, predict the reactants needed to synthesize it. The reactants are: I([O-])(=O)(=O)=[O:2].[Na+].[F:7][C:8]([F:46])([F:45])[C:9]1[CH:10]=[C:11]([C:19]([CH3:44])([CH3:43])[C:20]([N:22]([CH3:42])[C:23]2[CH:24]=[N:25][C:26]([N:36]3[CH2:41][CH2:40][O:39][CH2:38][CH2:37]3)=[CH:27][C:28]=2[C:29]2[CH:34]=[CH:33][CH:32]=[CH:31][C:30]=2[CH3:35])=[O:21])[CH:12]=[C:13]([C:15]([F:18])([F:17])[F:16])[CH:14]=1.